The task is: Predict the reactants needed to synthesize the given product.. This data is from Full USPTO retrosynthesis dataset with 1.9M reactions from patents (1976-2016). (1) Given the product [CH3:15][O:13][C:4]1[CH:5]=[C:6]([C:8]([F:11])([F:10])[F:9])[CH:7]=[C:2]([Cl:1])[N:3]=1, predict the reactants needed to synthesize it. The reactants are: [Cl:1][C:2]1[CH:7]=[C:6]([C:8]([F:11])([F:10])[F:9])[CH:5]=[C:4](Cl)[N:3]=1.[OH-:13].[Na+].[CH3:15]O. (2) The reactants are: [F:1][C:2]1[CH:3]=[C:4]([C:8]2[CH:9]=[C:10]([CH:14]=[C:15]([O:17][CH3:18])[CH:16]=2)[C:11]([OH:13])=O)[CH:5]=[CH:6][CH:7]=1.C(Cl)(=O)C(Cl)=O.[NH2:25][C:26]1[C:27]([F:34])=[C:28]([OH:33])[CH:29]=[CH:30][C:31]=1[F:32].O. Given the product [F:34][C:27]1[C:28]([OH:33])=[CH:29][CH:30]=[C:31]([F:32])[C:26]=1[NH:25][C:11](=[O:13])[C:10]1[CH:14]=[C:15]([O:17][CH3:18])[CH:16]=[C:8]([C:4]2[CH:5]=[CH:6][CH:7]=[C:2]([F:1])[CH:3]=2)[CH:9]=1, predict the reactants needed to synthesize it. (3) Given the product [F:8][C:5]1[CH:6]=[CH:7][C:2]([C:18]([OH:20])([C:17]#[C:16][Si:15]([CH3:22])([CH3:21])[CH3:14])[CH3:19])=[N:3][CH:4]=1, predict the reactants needed to synthesize it. The reactants are: Br[C:2]1[CH:7]=[CH:6][C:5]([F:8])=[CH:4][N:3]=1.C([Li])(CC)C.[CH3:14][Si:15]([CH3:22])([CH3:21])[C:16]#[C:17][C:18](=[O:20])[CH3:19]. (4) Given the product [O:1]=[C:2]1[C@H:6]([CH2:7][NH:8][C:9]([O:11][CH2:12][C:13]2[CH:18]=[CH:17][CH:16]=[CH:15][CH:14]=2)=[O:10])[CH2:5][N:4]([C:19]([O:21][C:22]([CH3:25])([CH3:24])[CH3:23])=[O:20])[CH2:3]1, predict the reactants needed to synthesize it. The reactants are: [OH:1][C@@H:2]1[C@H:6]([CH2:7][NH:8][C:9]([O:11][CH2:12][C:13]2[CH:18]=[CH:17][CH:16]=[CH:15][CH:14]=2)=[O:10])[CH2:5][N:4]([C:19]([O:21][C:22]([CH3:25])([CH3:24])[CH3:23])=[O:20])[CH2:3]1.C1C=C[NH+]=CC=1.[O-][Cr](Cl)(=O)=O.[O-][Si]([O-])=O.[Mg+2]. (5) Given the product [CH3:1][NH:2][C:3]1([C:13]#[N:14])[CH2:7][CH2:6][CH2:5][CH2:4]1, predict the reactants needed to synthesize it. The reactants are: [CH3:1][NH2:2].[C:3]1(=O)[CH2:7][CH2:6][CH2:5][CH2:4]1.C[Si]([C:13]#[N:14])(C)C. (6) Given the product [C:16]([O:15][C:13]([N:2]1[CH2:7][CH2:6][CH:5]([CH2:8][CH2:9][CH2:10][CH2:11][OH:12])[CH2:4][CH2:3]1)=[O:14])([CH3:19])([CH3:18])[CH3:17], predict the reactants needed to synthesize it. The reactants are: Cl.[NH:2]1[CH2:7][CH2:6][CH:5]([CH2:8][CH2:9][CH2:10][CH2:11][OH:12])[CH2:4][CH2:3]1.[C:13](O[C:13]([O:15][C:16]([CH3:19])([CH3:18])[CH3:17])=[O:14])([O:15][C:16]([CH3:19])([CH3:18])[CH3:17])=[O:14].